This data is from Peptide-MHC class II binding affinity with 134,281 pairs from IEDB. The task is: Regression. Given a peptide amino acid sequence and an MHC pseudo amino acid sequence, predict their binding affinity value. This is MHC class II binding data. (1) The MHC is DRB1_0404 with pseudo-sequence DRB1_0404. The peptide sequence is ALQSHDDVALVSVMW. The binding affinity (normalized) is 0.387. (2) The peptide sequence is MIRIIAQGPKATFEA. The MHC is DRB1_1602 with pseudo-sequence DRB1_1602. The binding affinity (normalized) is 0.454. (3) The peptide sequence is INEPTAAADAYGLDR. The MHC is HLA-DQA10501-DQB10301 with pseudo-sequence HLA-DQA10501-DQB10301. The binding affinity (normalized) is 0.413. (4) The peptide sequence is YEAFVLHFSEALRII. The MHC is DRB1_1201 with pseudo-sequence DRB1_1201. The binding affinity (normalized) is 1.00. (5) The peptide sequence is AFKVAATALNAAPAN. The MHC is DRB1_0901 with pseudo-sequence DRB1_0901. The binding affinity (normalized) is 0.829. (6) The MHC is DRB1_0101 with pseudo-sequence DRB1_0101. The peptide sequence is FDELELDPPEIEPGV. The binding affinity (normalized) is 0.194. (7) The peptide sequence is PFTVRYTTEGGTKTE. The MHC is DRB1_1201 with pseudo-sequence DRB1_1201. The binding affinity (normalized) is 0.122. (8) The peptide sequence is GQFRVIGPRHPIRAL. The MHC is DRB1_1501 with pseudo-sequence DRB1_1501. The binding affinity (normalized) is 0.775.